Dataset: Catalyst prediction with 721,799 reactions and 888 catalyst types from USPTO. Task: Predict which catalyst facilitates the given reaction. Reactant: [CH2:1]([CH:3]1[CH2:7][CH2:6][CH:5]([CH2:8]O)[CH2:4]1)[CH3:2].C1(P(C2C=CC=CC=2)C2C=CC=CC=2)C=CC=CC=1.C(Br)(Br)(Br)[Br:30]. Product: [Br:30][CH2:8][CH:5]1[CH2:6][CH2:7][CH:3]([CH2:1][CH3:2])[CH2:4]1. The catalyst class is: 4.